Dataset: Forward reaction prediction with 1.9M reactions from USPTO patents (1976-2016). Task: Predict the product of the given reaction. The product is: [Cl:1][C:2]1[CH:3]=[C:4]2[C:10]([C:11]3[N:16]=[C:15]([NH:17][C@H:18]4[CH2:23][CH2:22][CH2:21][C@@H:20]([NH:24][C:49]([CH:45]5[O:46][CH2:47][CH2:48][NH:43][CH2:44]5)=[O:50])[CH2:19]4)[C:14]([F:25])=[CH:13][N:12]=3)=[CH:9][NH:8][C:5]2=[N:6][CH:7]=1. Given the reactants [Cl:1][C:2]1[CH:3]=[C:4]2[C:10]([C:11]3[N:16]=[C:15]([NH:17][C@H:18]4[CH2:23][CH2:22][CH2:21][C@@H:20]([NH2:24])[CH2:19]4)[C:14]([F:25])=[CH:13][N:12]=3)=[CH:9][N:8](S(C3C=CC(C)=CC=3)(=O)=O)[C:5]2=[N:6][CH:7]=1.C(OC([N:43]1[CH2:48][CH2:47][O:46][CH:45]([C:49](O)=[O:50])[CH2:44]1)=O)(C)(C)C.C(Cl)CCl.C1C=CC2N(O)N=NC=2C=1.CCN(C(C)C)C(C)C.[OH-].[Li+], predict the reaction product.